Task: Predict which catalyst facilitates the given reaction.. Dataset: Catalyst prediction with 721,799 reactions and 888 catalyst types from USPTO (1) Reactant: [C:1]([NH:4][C:5]1[C:6]([CH3:41])=[C:7]([CH:38]=[CH:39][CH:40]=1)[O:8][C:9]1[C:10]([C:26]([NH:28]CC2C=CC(OC)=CC=2)=[O:27])=[C:11]([NH:17][C:18]2[CH:23]=[CH:22][C:21]([I:24])=[CH:20][C:19]=2[F:25])[N:12]([CH3:16])[C:13](=[O:15])[CH:14]=1)(=[O:3])[CH3:2].[Cl-].[Al+3].[Cl-].[Cl-]. Product: [C:1]([NH:4][C:5]1[C:6]([CH3:41])=[C:7]([CH:38]=[CH:39][CH:40]=1)[O:8][C:9]1[C:10]([C:26]([NH2:28])=[O:27])=[C:11]([NH:17][C:18]2[CH:23]=[CH:22][C:21]([I:24])=[CH:20][C:19]=2[F:25])[N:12]([CH3:16])[C:13](=[O:15])[CH:14]=1)(=[O:3])[CH3:2]. The catalyst class is: 520. (2) Reactant: Br[C:2]1[CH:7]=[CH:6][C:5]([C:8]2[O:12][N:11]=[C:10]([CH3:13])[C:9]=2[CH:14]([OH:17])[CH:15]=[CH2:16])=[CH:4][CH:3]=1.[CH2:18]([O:20][C:21]([C:23]1([C:26]2[CH:31]=[CH:30][C:29](B3OC(C)(C)C(C)(C)O3)=[CH:28][CH:27]=2)[CH2:25][CH2:24]1)=[O:22])[CH3:19]. Product: [CH2:18]([O:20][C:21]([C:23]1([C:26]2[CH:31]=[CH:30][C:29]([C:2]3[CH:7]=[CH:6][C:5]([C:8]4[O:12][N:11]=[C:10]([CH3:13])[C:9]=4[CH:14]([OH:17])[CH:15]=[CH2:16])=[CH:4][CH:3]=3)=[CH:28][CH:27]=2)[CH2:24][CH2:25]1)=[O:22])[CH3:19]. The catalyst class is: 235. (3) Product: [P:30]([O:8][C:7]1[CH:6]=[CH:5][C:4]([C:9]2[O:10][C:11]3[C:17]([CH:18]=[CH2:19])=[CH:16][C:15]([OH:20])=[CH:14][C:12]=3[N:13]=2)=[CH:3][C:2]=1[F:1])([O:35][CH2:36][CH3:37])([O:32][CH2:33][CH3:34])=[O:31]. The catalyst class is: 10. Reactant: [F:1][C:2]1[CH:3]=[C:4]([C:9]2[O:10][C:11]3[C:17]([CH:18]=[CH2:19])=[CH:16][C:15]([OH:20])=[CH:14][C:12]=3[N:13]=2)[CH:5]=[CH:6][C:7]=1[OH:8].C(N(CC)C(C)C)(C)C.[P:30](Cl)([O:35][CH2:36][CH3:37])([O:32][CH2:33][CH3:34])=[O:31].